Dataset: Catalyst prediction with 721,799 reactions and 888 catalyst types from USPTO. Task: Predict which catalyst facilitates the given reaction. (1) Reactant: [F:1][C:2]1[C:3]([OH:10])=[C:4]([CH:7]=[CH:8][CH:9]=1)[C:5]#[N:6].[Br:11]N1C(=O)CCC1=O. Product: [Br:11][C:8]1[CH:9]=[C:2]([F:1])[C:3]([OH:10])=[C:4]([CH:7]=1)[C:5]#[N:6]. The catalyst class is: 10. (2) Reactant: [Cl:1][C:2]1[CH:7]=[CH:6][C:5]([CH:8]([OH:21])[C:9]2[CH:14]=[CH:13][C:12]([O:15][CH2:16][CH2:17][CH:18]([CH3:20])[CH3:19])=[CH:11][CH:10]=2)=[CH:4][C:3]=1[S:22]([NH2:25])(=[O:24])=[O:23].CC(C)=O.OS(O)(=O)=O.O=[Cr](=O)=O. Product: [Cl:1][C:2]1[CH:7]=[CH:6][C:5]([C:8](=[O:21])[C:9]2[CH:10]=[CH:11][C:12]([O:15][CH2:16][CH2:17][CH:18]([CH3:20])[CH3:19])=[CH:13][CH:14]=2)=[CH:4][C:3]=1[S:22]([NH2:25])(=[O:24])=[O:23]. The catalyst class is: 95. (3) Reactant: [CH2:1]([C:3]1[C:11]2[C:6](=[CH:7][C:8]([C:12]3[N:16]([C:17]4[CH:22]=[CH:21][C:20]([S:23]([CH3:26])(=[O:25])=[O:24])=[CH:19][CH:18]=4)[N:15]=[CH:14][CH:13]=3)=[CH:9][CH:10]=2)[NH:5][N:4]=1)[CH3:2].Br[CH:28]([CH2:31][CH3:32])[CH2:29][CH3:30].C(=O)([O-])[O-].[K+].[K+].CN(C)C=O. Product: [CH2:1]([C:3]1[N:4]([CH:28]([CH2:31][CH3:32])[CH2:29][CH3:30])[N:5]=[C:6]2[C:11]=1[CH:10]=[CH:9][C:8]([C:12]1[N:16]([C:17]3[CH:22]=[CH:21][C:20]([S:23]([CH3:26])(=[O:25])=[O:24])=[CH:19][CH:18]=3)[N:15]=[CH:14][CH:13]=1)=[CH:7]2)[CH3:2]. The catalyst class is: 84. (4) Reactant: [OH:1][CH2:2][C:3]1[CH:4]=[C:5]([NH:9][C:10](=[O:16])[O:11][C:12]([CH3:15])([CH3:14])[CH3:13])[CH:6]=[CH:7][CH:8]=1.C(N(CC)C(C)C)(C)C.[CH3:26][S:27](Cl)(=[O:29])=[O:28]. Product: [CH3:26][S:27]([O:1][CH2:2][C:3]1[CH:8]=[CH:7][CH:6]=[C:5]([NH:9][C:10]([O:11][C:12]([CH3:13])([CH3:15])[CH3:14])=[O:16])[CH:4]=1)(=[O:29])=[O:28]. The catalyst class is: 4. (5) Reactant: [O:1]1[CH:6]=[CH:5][CH2:4][CH2:3][CH2:2]1.C12(CS(O)(=O)=O)C(C)(C)C(CC1)CC2=O.[Cl:22][C:23]1[C:28]2[C:29]([CH:32]([CH3:34])[CH3:33])=[N:30][NH:31][C:27]=2[CH:26]=[CH:25][N:24]=1. Product: [Cl:22][C:23]1[C:28]2[C:29]([CH:32]([CH3:34])[CH3:33])=[N:30][N:31]([CH:6]3[CH2:5][CH2:4][CH2:3][CH2:2][O:1]3)[C:27]=2[CH:26]=[CH:25][N:24]=1. The catalyst class is: 13.